This data is from Catalyst prediction with 721,799 reactions and 888 catalyst types from USPTO. The task is: Predict which catalyst facilitates the given reaction. Reactant: F[C:2]1[CH:7]=[CH:6][C:5]([N+:8]([O-:10])=[O:9])=[C:4](C)[CH:3]=1.[CH3:12][S:13]([N:16]1[CH2:21][CH2:20][NH:19][CH2:18][CH2:17]1)(=[O:15])=[O:14].[C:22](=O)([O-])[O-:23].[K+].[K+].O. Product: [CH3:22][O:23][C:4]1[CH:3]=[C:2]([N:19]2[CH2:20][CH2:21][N:16]([S:13]([CH3:12])(=[O:15])=[O:14])[CH2:17][CH2:18]2)[CH:7]=[CH:6][C:5]=1[N+:8]([O-:10])=[O:9]. The catalyst class is: 16.